Dataset: Reaction yield outcomes from USPTO patents with 853,638 reactions. Task: Predict the reaction yield, written as a fraction of the theoretical maximum amount of product (1.0 means a 100% yield; for example, 0.34 means a 34% yield). (1) The reactants are [Cl:1][C:2]1[CH:24]=[C:23]([Cl:25])[CH:22]=[CH:21][C:3]=1[O:4][C:5]1[C:10](/[CH:11]=[CH:12]/[C:13]([O:15][CH2:16][CH3:17])=[O:14])=[CH:9][CH:8]=[C:7]([O:18][CH2:19][CH3:20])[N:6]=1. The catalyst is [C].[Pd].O1CCCC1. The product is [Cl:1][C:2]1[CH:24]=[C:23]([Cl:25])[CH:22]=[CH:21][C:3]=1[O:4][C:5]1[C:10]([CH2:11][CH2:12][C:13]([O:15][CH2:16][CH3:17])=[O:14])=[CH:9][CH:8]=[C:7]([O:18][CH2:19][CH3:20])[N:6]=1. The yield is 0.980. (2) The reactants are [C:1]([O:5][C:6]([N:8]1[CH:13]([CH2:14][OH:15])[CH2:12][CH:11]([NH:16][CH2:17][C:18]2[CH:23]=[C:22]([C:24]([F:27])([F:26])[F:25])[CH:21]=[C:20]([C:28]([F:31])([F:30])[F:29])[CH:19]=2)[CH2:10][CH:9]1[CH2:32][C:33]1[CH:38]=[CH:37][CH:36]=[CH:35][CH:34]=1)=[O:7])([CH3:4])([CH3:3])[CH3:2].C([O-])([O-])=O.[K+].[K+].[CH3:45][O:46][C:47](Cl)=[O:48].O. The catalyst is C1COCC1. The product is [C:1]([O:5][C:6]([N:8]1[CH:13]([CH2:14][OH:15])[CH2:12][CH:11]([N:16]([CH2:17][C:18]2[CH:23]=[C:22]([C:24]([F:26])([F:27])[F:25])[CH:21]=[C:20]([C:28]([F:29])([F:30])[F:31])[CH:19]=2)[C:47]([O:46][CH3:45])=[O:48])[CH2:10][CH:9]1[CH2:32][C:33]1[CH:34]=[CH:35][CH:36]=[CH:37][CH:38]=1)=[O:7])([CH3:4])([CH3:2])[CH3:3]. The yield is 0.570. (3) The reactants are C(OC([NH:8][C@H:9]([C:11]([NH:13][CH:14]1[N:20]=[C:19]([C:21]2[CH:26]=[CH:25][CH:24]=[CH:23][N:22]=2)[C:18]2[CH:27]=[CH:28][CH:29]=[CH:30][C:17]=2[N:16]([CH3:31])[C:15]1=[O:32])=[O:12])[CH3:10])=O)(C)(C)C.C(O)(C(F)(F)F)=O. The catalyst is C(Cl)Cl. The product is [NH2:8][C@H:9]([C:11]([NH:13][CH:14]1[N:20]=[C:19]([C:21]2[CH:26]=[CH:25][CH:24]=[CH:23][N:22]=2)[C:18]2[CH:27]=[CH:28][CH:29]=[CH:30][C:17]=2[N:16]([CH3:31])[C:15]1=[O:32])=[O:12])[CH3:10]. The yield is 0.660.